Predict the product of the given reaction. From a dataset of Forward reaction prediction with 1.9M reactions from USPTO patents (1976-2016). (1) Given the reactants C(O)(=O)/C=C/C(O)=O.[NH2:9][CH2:10][CH2:11][O:12]/[N:13]=[C:14]1/[C:15]([CH3:35])([CH3:34])[C:16]2[C@:29]([CH3:32])([CH2:30][CH2:31]/1)[C@@H:28]1[C@H:19]([C@H:20]3[C@@:24]([CH2:26][CH2:27]1)([CH3:25])[C@@H:23]([OH:33])[CH2:22][CH2:21]3)[CH2:18][CH:17]=2.CCN(CC)CC.[CH:43]1[C:55]2[CH:54]([CH2:56][O:57][C:58](Cl)=[O:59])[C:53]3[C:48](=[CH:49][CH:50]=[CH:51][CH:52]=3)[C:47]=2[CH:46]=[CH:45][CH:44]=1.O, predict the reaction product. The product is: [CH:43]1[C:55]2[CH:54]([CH2:56][O:57][C:58]([NH:9][CH2:10][CH2:11][O:12]/[N:13]=[C:14]3/[C:15]([CH3:35])([CH3:34])[C:16]4[C@:29]([CH3:32])([CH2:30][CH2:31]/3)[C@@H:28]3[C@H:19]([C@H:20]5[C@@:24]([CH2:26][CH2:27]3)([CH3:25])[C@@H:23]([OH:33])[CH2:22][CH2:21]5)[CH2:18][CH:17]=4)=[O:59])[C:53]3[C:48](=[CH:49][CH:50]=[CH:51][CH:52]=3)[C:47]=2[CH:46]=[CH:45][CH:44]=1. (2) The product is: [C:1]1([C:22]2[CH:27]=[CH:26][CH:25]=[CH:24][CH:23]=2)[CH:6]=[CH:5][CH:4]=[C:3]([O:7][CH2:8][C@H:9]2[O:14][CH2:13][CH2:12][NH:11][CH2:10]2)[CH:2]=1. Given the reactants [C:1]1([C:22]2[CH:27]=[CH:26][CH:25]=[CH:24][CH:23]=2)[CH:6]=[CH:5][CH:4]=[C:3]([O:7][CH2:8][C@H:9]2[O:14][CH2:13][CH2:12][N:11](CC3C=CC=CC=3)[CH2:10]2)[CH:2]=1.C([O-])=O.[NH4+], predict the reaction product. (3) Given the reactants [CH:1]1([C:4]2[NH:5][C:6](=[O:13])[CH:7]=[C:8]([C:10]([OH:12])=[O:11])[N:9]=2)[CH2:3][CH2:2]1.[ClH:14].Cl[O-].[Na+].S(=O)(O)[O-].[Na+], predict the reaction product. The product is: [Cl:14][C:7]1[C:6](=[O:13])[NH:5][C:4]([CH:1]2[CH2:2][CH2:3]2)=[N:9][C:8]=1[C:10]([OH:12])=[O:11]. (4) Given the reactants [C:1]([CH2:3][C:4]([C:17]1[CH:22]=[CH:21][C:20]([F:23])=[CH:19][CH:18]=1)([C:10]1[CH:15]=[CH:14][C:13]([F:16])=[CH:12][CH:11]=1)[C:5](OCC)=[O:6])#[N:2], predict the reaction product. The product is: [F:16][C:13]1[CH:14]=[CH:15][C:10]([C:4]2([C:17]3[CH:22]=[CH:21][C:20]([F:23])=[CH:19][CH:18]=3)[CH2:3][CH2:1][NH:2][C:5]2=[O:6])=[CH:11][CH:12]=1.